Predict the reactants needed to synthesize the given product. From a dataset of Full USPTO retrosynthesis dataset with 1.9M reactions from patents (1976-2016). (1) Given the product [F:36][C:30]1[CH:29]=[C:28](/[C:26](/[CH3:27])=[CH:25]/[N:6]2[C:7]3[CH:8]=[CH:9][C:10]([CH3:13])=[CH:11][C:12]=3[C:4]3[CH2:3][N:2]([CH3:1])[CH2:15][CH2:14][C:5]2=3)[CH:33]=[CH:32][C:31]=1[O:34][CH3:35], predict the reactants needed to synthesize it. The reactants are: [CH3:1][N:2]1[CH2:15][CH2:14][C:5]2[NH:6][C:7]3[CH:8]=[CH:9][C:10]([CH3:13])=[CH:11][C:12]=3[C:4]=2[CH2:3]1.P([O-])([O-])([O-])=O.[K+].[K+].[K+].Br[CH:25]=[C:26]([C:28]1[CH:33]=[CH:32][C:31]([O:34][CH3:35])=[C:30]([F:36])[CH:29]=1)[CH3:27]. (2) Given the product [CH2:16]([O:15][C:13](=[O:14])[CH2:12][CH:7]1[C:8]2[C:4](=[C:3]([OH:2])[CH:11]=[CH:10][CH:9]=2)[CH2:5][CH2:6]1)[CH3:17], predict the reactants needed to synthesize it. The reactants are: C[O:2][C:3]1[CH:11]=[CH:10][CH:9]=[C:8]2[C:4]=1[CH2:5][CH2:6]/[C:7]/2=[CH:12]\[C:13]([O:15][CH2:16][CH3:17])=[O:14].C([O-])=O.[NH4+]. (3) Given the product [Cl:1][C:2]1[CH:3]=[C:4]2[C:9](=[CH:10][CH:11]=1)[CH:8]=[C:7]([S:12]([N:15]([CH3:39])[C@H:16]1[CH2:20][CH2:19][N:18]([C:21]3[CH:22]=[C:23]4[C:27](=[CH:28][CH:29]=3)[CH:26]([N:30]([CH3:37])[C:31](=[O:36])[C:32]([F:35])([F:34])[F:33])[CH2:25][CH2:24]4)[C:17]1=[O:38])(=[O:13])=[O:14])[CH:6]=[CH:5]2, predict the reactants needed to synthesize it. The reactants are: [Cl:1][C:2]1[CH:3]=[C:4]2[C:9](=[CH:10][CH:11]=1)[CH:8]=[C:7]([S:12]([NH:15][C@H:16]1[CH2:20][CH2:19][N:18]([C:21]3[CH:22]=[C:23]4[C:27](=[CH:28][CH:29]=3)[CH:26]([N:30]([CH3:37])[C:31](=[O:36])[C:32]([F:35])([F:34])[F:33])[CH2:25][CH2:24]4)[C:17]1=[O:38])(=[O:14])=[O:13])[CH:6]=[CH:5]2.[C:39](=O)([O-])[O-].[K+].[K+].IC. (4) Given the product [N:28]1[CH:33]=[CH:32][CH:31]=[C:30]([CH2:34][CH2:35][C:36]([N:11]2[CH2:10][CH2:9][N:8]([S:14]([C:17]3[CH:18]=[CH:19][C:20]([NH:23][C:24](=[O:27])[CH:25]=[CH2:26])=[CH:21][CH:22]=3)(=[O:15])=[O:16])[CH2:13][CH2:12]2)=[O:37])[CH:29]=1, predict the reactants needed to synthesize it. The reactants are: C(N(CC)CC)C.[N:8]1([S:14]([C:17]2[CH:22]=[CH:21][C:20]([NH:23][C:24](=[O:27])[CH:25]=[CH2:26])=[CH:19][CH:18]=2)(=[O:16])=[O:15])[CH2:13][CH2:12][NH:11][CH2:10][CH2:9]1.[N:28]1[CH:33]=[CH:32][CH:31]=[C:30]([CH2:34][CH2:35][C:36](O)=[O:37])[CH:29]=1.C(Cl)CCl. (5) Given the product [NH2:8][C@H:9]([C:11]([NH:13][C@H:14]([C:18]([NH2:20])=[O:19])[CH:15]([CH3:16])[CH3:17])=[O:12])[CH3:10], predict the reactants needed to synthesize it. The reactants are: C(OC([NH:8][C@H:9]([C:11]([NH:13][C@H:14]([C:18]([NH2:20])=[O:19])[CH:15]([CH3:17])[CH3:16])=[O:12])[CH3:10])=O)(C)(C)C.C(O)(C(F)(F)F)=O. (6) Given the product [N:28]1[C:29]2[C:34](=[CH:33][CH:32]=[CH:31][CH:30]=2)[CH:35]=[C:26]([C:22]2([OH:25])[CH2:21][CH2:20][NH:19][CH2:24][CH2:23]2)[CH:27]=1, predict the reactants needed to synthesize it. The reactants are: BrC1C=NC2C(C=1)=CC=CC=2.C(OC([N:19]1[CH2:24][CH2:23][C:22]([C:26]2[CH:27]=[N:28][C:29]3[C:34]([CH:35]=2)=[CH:33][CH:32]=[CH:31][CH:30]=3)([OH:25])[CH2:21][CH2:20]1)=O)(C)(C)C.C(ON1CCC(C2C=NC3C(C=2)=CC=CC=3)(O)CC1=C=O)(C)(C)C. (7) Given the product [C:17]1(=[O:18])[O:10][CH2:11][C:9]([C:12]([F:15])([F:14])[F:13])([C:4]([F:16])([F:3])[C:5]([F:8])([F:7])[F:6])[O:19]1, predict the reactants needed to synthesize it. The reactants are: [Br-].[Li+].[F:3][C:4]([F:16])([C:9]1([C:12]([F:15])([F:14])[F:13])[CH2:11][O:10]1)[C:5]([F:8])([F:7])[F:6].[C:17](=[O:19])=[O:18]. (8) Given the product [C:5]1([C:11](=[O:19])[C:12]([C:13]2[CH:18]=[CH:17][CH:16]=[CH:15][N:14]=2)=[N:1][OH:3])[CH:6]=[CH:7][CH:8]=[CH:9][CH:10]=1, predict the reactants needed to synthesize it. The reactants are: [N:1]([O-:3])=O.[Na+].[C:5]1([C:11](=[O:19])[CH2:12][C:13]2[CH:18]=[CH:17][CH:16]=[CH:15][N:14]=2)[CH:10]=[CH:9][CH:8]=[CH:7][CH:6]=1.Cl.C(=O)([O-])[O-].[Na+].[Na+]. (9) Given the product [Cl:7][C:8]1[CH:9]=[N:10][N:11]([C:14]2([C:15]([O:17][C:18]([CH3:21])([CH3:20])[CH3:19])=[O:16])[CH2:23][CH2:22]2)[CH:12]=1, predict the reactants needed to synthesize it. The reactants are: C[Si](C)(C)[O-].[K+].[Cl:7][C:8]1[CH:9]=[N:10][NH:11][CH:12]=1.Br[CH:14]([CH2:22][CH2:23]Br)[C:15]([O:17][C:18]([CH3:21])([CH3:20])[CH3:19])=[O:16].Cl.